Dataset: NCI-60 drug combinations with 297,098 pairs across 59 cell lines. Task: Regression. Given two drug SMILES strings and cell line genomic features, predict the synergy score measuring deviation from expected non-interaction effect. Drug 1: CC(C)NC(=O)C1=CC=C(C=C1)CNNC.Cl. Drug 2: CCC1(C2=C(COC1=O)C(=O)N3CC4=CC5=C(C=CC(=C5CN(C)C)O)N=C4C3=C2)O.Cl. Cell line: BT-549. Synergy scores: CSS=4.63, Synergy_ZIP=-8.96, Synergy_Bliss=-15.9, Synergy_Loewe=-53.2, Synergy_HSA=-17.3.